Dataset: Microsomal clearance measurements from AstraZeneca. Task: Regression/Classification. Given a drug SMILES string, predict its absorption, distribution, metabolism, or excretion properties. Task type varies by dataset: regression for continuous measurements (e.g., permeability, clearance, half-life) or binary classification for categorical outcomes (e.g., BBB penetration, CYP inhibition). For this dataset (clearance_microsome_az), we predict log10(clearance) (log10 of the in vitro intrinsic clearance, CLint, in uL/min per mg of human liver microsomal protein, equivalently mL/min/g; values are censored to the assay range of 3 to 150, which is 0.477 to 2.18 on this log10 scale). (1) The compound is Cc1ccc2c(c1)c(-c1ccnc3ccc(C(F)(F)F)cc13)c(C)n2CC(=O)O. The log10(clearance) is 1.36. (2) The molecule is Cc1ccc(S(=O)(=O)Nc2c(C(=O)N[C@@H](C)C(C)(C)C)c(C)nn2C(C)(C)C)cc1. The log10(clearance) is 1.57. (3) The drug is Cc1cc(Oc2ccc3c(c2)OCO3)nc(Oc2ccc(-n3ccnc3)cc2)n1. The log10(clearance) is 0.480.